From a dataset of Reaction yield outcomes from USPTO patents with 853,638 reactions. Predict the reaction yield, written as a fraction of the theoretical maximum amount of product (1.0 means a 100% yield; for example, 0.34 means a 34% yield). (1) The yield is 0.870. The reactants are [CH3:1][C:2]1[N:6]([CH2:7][C:8]2[CH:9]=[C:10]([CH:15]=[CH:16][CH:17]=2)[C:11](OC)=[O:12])[N:5]=[C:4]([C:18]2[O:22][N:21]=[C:20]([C:23]3[CH:28]=[CH:27][C:26]([O:29][C:30]([F:33])([F:32])[F:31])=[CH:25][CH:24]=3)[N:19]=2)[N:3]=1.[O:34]([CH2:36][CH2:37][CH2:38][NH2:39])[CH3:35].N1C=NC=N1.C1CCN2C(=NCCC2)CC1. The product is [O:34]([CH2:36][CH2:37][CH2:38][NH:39][C:11](=[O:12])[C:10]1[CH:15]=[CH:16][CH:17]=[C:8]([CH2:7][N:6]2[C:2]([CH3:1])=[N:3][C:4]([C:18]3[O:22][N:21]=[C:20]([C:23]4[CH:28]=[CH:27][C:26]([O:29][C:30]([F:31])([F:33])[F:32])=[CH:25][CH:24]=4)[N:19]=3)=[N:5]2)[CH:9]=1)[CH3:35]. No catalyst specified. (2) The reactants are [C:1]([C:4]1[C:5]([O:15][CH2:16][CH3:17])=[C:6]([C:10]([CH3:14])=[C:11]([Cl:13])[CH:12]=1)[C:7]([OH:9])=O)(=[O:3])[CH3:2].F[P-](F)(F)(F)(F)F.[N:25]1(O[P+](N(C)C)(N(C)C)N(C)C)[C:29]2C=CC=C[C:28]=2N=N1.C(N(CC)C(C)C)(C)C.C(N)C.C1COCC1. The catalyst is CN(C)C=O.O. The product is [C:1]([C:4]1[C:5]([O:15][CH2:16][CH3:17])=[C:6]([C:10]([CH3:14])=[C:11]([Cl:13])[CH:12]=1)[C:7]([NH:25][CH2:29][CH3:28])=[O:9])(=[O:3])[CH3:2]. The yield is 0.700. (3) The reactants are [F:1][C:2]1[CH:9]=[C:8]([N+:10]([O-])=O)[CH:7]=[CH:6][C:3]=1[C:4]#[N:5]. The catalyst is CO.Cl.[Pd]. The product is [NH2:5][CH2:4][C:3]1[CH:6]=[CH:7][C:8]([NH2:10])=[CH:9][C:2]=1[F:1]. The yield is 1.00. (4) The reactants are [F:1][C:2]1[CH:7]=[CH:6][C:5]([S:8][CH2:9][CH2:10][CH2:11][C:12]([OH:14])=O)=[CH:4][CH:3]=1.OC1C=CC(SCCC[C:26]([N:28]([CH2:30][C:31]2[CH:36]=[CH:35][CH:34]=[CH:33][C:32]=2[O:37][CH:38]([CH3:40])[CH3:39])C)=O)=CC=1. No catalyst specified. The product is [F:1][C:2]1[CH:3]=[CH:4][C:5]([S:8][CH2:9][CH2:10][CH2:11][C:12]([N:28]([CH2:30][C:31]2[CH:36]=[CH:35][CH:34]=[CH:33][C:32]=2[O:37][CH:38]([CH3:40])[CH3:39])[CH3:26])=[O:14])=[CH:6][CH:7]=1. The yield is 0.180. (5) The reactants are [C:1]([CH2:9][NH:10][CH2:11][C:12]1[CH:13]=[C:14]([C:18]2[CH:23]=[CH:22][C:21]([CH2:24][CH:25]([NH:36][C:37]([O:39][C:40]([CH3:43])([CH3:42])[CH3:41])=[O:38])[C:26]([O:28]CC3C=CC=CC=3)=[O:27])=[CH:20][CH:19]=2)[CH:15]=[CH:16][CH:17]=1)(=[O:8])[C:2]1[CH:7]=[CH:6][CH:5]=[CH:4][CH:3]=1. The catalyst is C(OCC)(=O)C.[Pd]. The product is [C:1]([CH2:9][NH:10][CH2:11][C:12]1[CH:13]=[C:14]([C:18]2[CH:23]=[CH:22][C:21]([CH2:24][CH:25]([NH:36][C:37]([O:39][C:40]([CH3:43])([CH3:42])[CH3:41])=[O:38])[C:26]([OH:28])=[O:27])=[CH:20][CH:19]=2)[CH:15]=[CH:16][CH:17]=1)(=[O:8])[C:2]1[CH:3]=[CH:4][CH:5]=[CH:6][CH:7]=1. The yield is 0.610. (6) The reactants are [CH3:1][O:2][C:3]1[CH:9]=[C:8]([C:10]2[CH:19]=[CH:18][C:17]3[C:12](=[CH:13][CH:14]=[C:15]([O:20][CH3:21])[CH:16]=3)[CH:11]=2)[CH:7]=[CH:6][C:4]=1[NH2:5].[C:22](Cl)(=[O:29])[C:23]1[CH:28]=[CH:27][CH:26]=[CH:25][CH:24]=1.C(=O)([O-])[O-].[Na+].[Na+]. The catalyst is ClCCl.CN(C1C=CN=CC=1)C. The product is [CH3:1][O:2][C:3]1[CH:9]=[C:8]([C:10]2[CH:19]=[CH:18][C:17]3[C:12](=[CH:13][CH:14]=[C:15]([O:20][CH3:21])[CH:16]=3)[CH:11]=2)[CH:7]=[CH:6][C:4]=1[NH:5][C:22](=[O:29])[C:23]1[CH:28]=[CH:27][CH:26]=[CH:25][CH:24]=1. The yield is 0.900.